This data is from Forward reaction prediction with 1.9M reactions from USPTO patents (1976-2016). The task is: Predict the product of the given reaction. (1) Given the reactants [Cl:1][CH2:2][C:3]([C:5]1[CH:18]=[CH:17][C:16]2[S:15][C:14]3[C:9](=[CH:10][CH:11]=[CH:12][CH:13]=3)[NH:8][C:7]=2[CH:6]=1)=O.[NH2:19][C:20](=[S:31])[CH2:21][N:22](C)[C:23](=O)OC(C)(C)C, predict the reaction product. The product is: [ClH:1].[CH3:23][NH:22][CH2:21][C:20]1[S:31][CH:2]=[C:3]([C:5]2[CH:18]=[CH:17][C:16]3[S:15][C:14]4[C:9](=[CH:10][CH:11]=[CH:12][CH:13]=4)[NH:8][C:7]=3[CH:6]=2)[N:19]=1. (2) Given the reactants Cl[C:2]1[CH:7]=[C:6]([N+:8]([O-:10])=[O:9])[CH:5]=[C:4]([C:11]2[CH:16]=[C:15]([CH3:17])[CH:14]=[CH:13][C:12]=2[O:18][CH3:19])[N:3]=1.[NH:20]([C:29]([O:31][C:32]([CH3:35])([CH3:34])[CH3:33])=[O:30])[NH:21][C:22]([O:24][C:25]([CH3:28])([CH3:27])[CH3:26])=[O:23].C([O-])([O-])=O.[Cs+].[Cs+], predict the reaction product. The product is: [CH3:19][O:18][C:12]1[CH:13]=[CH:14][C:15]([CH3:17])=[CH:16][C:11]=1[C:4]1[N:3]=[C:2]([N:20]([C:29]([O:31][C:32]([CH3:35])([CH3:34])[CH3:33])=[O:30])[NH:21][C:22]([O:24][C:25]([CH3:26])([CH3:27])[CH3:28])=[O:23])[CH:7]=[C:6]([N+:8]([O-:10])=[O:9])[CH:5]=1.